Dataset: Forward reaction prediction with 1.9M reactions from USPTO patents (1976-2016). Task: Predict the product of the given reaction. (1) Given the reactants [CH3:1][O:2][C:3]1[CH:16]=[CH:15][C:6]([CH2:7][N:8]2[CH2:13][CH2:12][CH2:11][CH2:10][C:9]2=[O:14])=[CH:5][CH:4]=1.[OH-].[Na+].Cl.C(=O)([O-])[O-:21].[Na+].[Na+].[Br:26][C:27]1[CH:28]=[CH:29][C:30](F)=[C:31]([CH:34]=1)[CH:32]=[O:33], predict the reaction product. The product is: [Br:26][C:27]1[CH:28]=[CH:29][C:30]([N:8]([CH2:7][C:6]2[CH:15]=[CH:16][C:3]([O:2][CH3:1])=[CH:4][CH:5]=2)[CH2:13][CH2:12][CH2:11][CH2:10][C:9]([OH:21])=[O:14])=[C:31]([CH:32]=[O:33])[CH:34]=1. (2) Given the reactants C1(C)C=CC=CC=1.[C:8]([C:10]1[CH:15]=[CH:14][CH:13]=[CH:12][C:11]=1[C:16]1[N:21]=[CH:20][C:19]([CH2:22][CH:23]([C:28](=O)[CH2:29][CH2:30][CH3:31])[C:24]([O:26][CH3:27])=[O:25])=[CH:18][CH:17]=1)#[N:9].C([O-])(=O)C.[NH4+:37].C(=O)([O-])O.[Na+], predict the reaction product. The product is: [NH2:37]/[C:28](/[CH2:29][CH2:30][CH3:31])=[C:23](/[CH2:22][C:19]1[CH:20]=[N:21][C:16]([C:11]2[CH:12]=[CH:13][CH:14]=[CH:15][C:10]=2[C:8]#[N:9])=[CH:17][CH:18]=1)\[C:24]([O:26][CH3:27])=[O:25]. (3) Given the reactants [NH2:1][C:2]1[C:3]2[CH:12]=[CH:11][CH:10]=[CH:9][C:4]=2[Se:5][C:6]=1[C:7]#[N:8].C([OH:15])C, predict the reaction product. The product is: [NH2:1][C:2]1[C:3]2[CH:12]=[CH:11][CH:10]=[CH:9][C:4]=2[Se:5][C:6]=1[C:7]([NH2:8])=[O:15]. (4) Given the reactants Cl[C:2]1[N:3]=[C:4]([N:13]2[CH2:18][CH2:17][O:16][CH2:15][CH2:14]2)[C:5]2[CH2:10][O:9][C:8]3([CH2:12][CH2:11]3)[C:6]=2[N:7]=1.[CH2:19]([NH:21][C:22]([NH:24][C:25]1[CH:30]=[CH:29][C:28](B2OC(C)(C)C(C)(C)O2)=[CH:27][CH:26]=1)=[O:23])[CH3:20].O1CCOCC1.C([O-])(O)=O.[Na+], predict the reaction product. The product is: [CH2:19]([NH:21][C:22]([NH:24][C:25]1[CH:30]=[CH:29][C:28]([C:2]2[N:3]=[C:4]([N:13]3[CH2:18][CH2:17][O:16][CH2:15][CH2:14]3)[C:5]3[CH2:10][O:9][C:8]4([CH2:12][CH2:11]4)[C:6]=3[N:7]=2)=[CH:27][CH:26]=1)=[O:23])[CH3:20]. (5) The product is: [N:1]1[CH:6]=[CH:5][CH:4]=[CH:3][C:2]=1[CH2:7][NH:8][C:9]1[CH:14]=[C:13]([C:15]([F:18])([F:16])[F:17])[C:12]([Cl:20])=[C:11]([Cl:19])[N:10]=1. Given the reactants [N:1]1[CH:6]=[CH:5][CH:4]=[CH:3][C:2]=1[CH2:7][NH:8][C:9]1[CH:14]=[C:13]([C:15]([F:18])([F:17])[F:16])[CH:12]=[C:11]([Cl:19])[N:10]=1.[Cl:20]N1C(=O)CCC1=O.O, predict the reaction product. (6) Given the reactants [CH2:1]([O:8][C:9]1[CH:18]=[CH:17][C:16]([C:19](=[O:25])[CH:20](OCC)O)=[CH:15][C:10]=1[C:11]([O:13][CH3:14])=[O:12])[C:2]1[CH:7]=[CH:6][CH:5]=[CH:4][CH:3]=1.[CH3:26][O:27][C:28]1[CH:33]=[CH:32][C:31]([C:34]2[N:38]=[C:37]([CH3:39])[N:36]([CH2:40][CH2:41][C:42]([NH2:45])([CH3:44])[CH3:43])[N:35]=2)=[CH:30][CH:29]=1.[BH4-].[Na+].CC(C)=O, predict the reaction product. The product is: [CH2:1]([O:8][C:9]1[CH:18]=[CH:17][C:16]([CH:19]([OH:25])[CH2:20][NH:45][C:42]([CH3:44])([CH3:43])[CH2:41][CH2:40][N:36]2[C:37]([CH3:39])=[N:38][C:34]([C:31]3[CH:30]=[CH:29][C:28]([O:27][CH3:26])=[CH:33][CH:32]=3)=[N:35]2)=[CH:15][C:10]=1[C:11]([O:13][CH3:14])=[O:12])[C:2]1[CH:3]=[CH:4][CH:5]=[CH:6][CH:7]=1. (7) Given the reactants [C:1]1([CH2:7][CH2:8][CH2:9][CH:10]([NH:20][C:21]([CH:23]2[CH2:28][CH2:27][NH:26][CH2:25][CH2:24]2)=[O:22])[CH2:11][CH2:12][CH2:13][C:14]2[CH:19]=[CH:18][CH:17]=[CH:16][CH:15]=2)[CH:6]=[CH:5][CH:4]=[CH:3][CH:2]=1.[C:29]([O:33][C:34]([N:36]1[CH2:41][CH2:40][CH:39]([C:42](O)=[O:43])[CH2:38][CH2:37]1)=[O:35])([CH3:32])([CH3:31])[CH3:30].C(N(CC)C(C)C)(C)C.C1CN([P+](ON2N=NC3C=CC=CC2=3)(N2CCCC2)N2CCCC2)CC1.F[P-](F)(F)(F)(F)F, predict the reaction product. The product is: [C:1]1([CH2:7][CH2:8][CH2:9][CH:10]([NH:20][C:21]([CH:23]2[CH2:28][CH2:27][N:26]([C:42]([CH:39]3[CH2:40][CH2:41][N:36]([C:34]([O:33][C:29]([CH3:32])([CH3:31])[CH3:30])=[O:35])[CH2:37][CH2:38]3)=[O:43])[CH2:25][CH2:24]2)=[O:22])[CH2:11][CH2:12][CH2:13][C:14]2[CH:19]=[CH:18][CH:17]=[CH:16][CH:15]=2)[CH:6]=[CH:5][CH:4]=[CH:3][CH:2]=1.